The task is: Predict the reactants needed to synthesize the given product.. This data is from Full USPTO retrosynthesis dataset with 1.9M reactions from patents (1976-2016). (1) Given the product [CH3:32][O:33][C:34]1[CH:39]=[C:38]([C:2]2[C:3]3[CH:14]=[C:13]([C:15]4[CH:20]=[CH:19][CH:18]=[CH:17][CH:16]=4)[CH:12]=[CH:11][C:4]=3[N:5]([CH3:10])[C:6](=[O:9])[CH2:7][N:8]=2)[CH:37]=[CH:36][CH:35]=1, predict the reactants needed to synthesize it. The reactants are: Cl[C:2]1[C:3]2[CH:14]=[C:13]([C:15]3[CH:20]=[CH:19][CH:18]=[CH:17][CH:16]=3)[CH:12]=[CH:11][C:4]=2[N:5]([CH3:10])[C:6](=[O:9])[CH2:7][N:8]=1.C(C1C=C(B(O)O)C=CC=1)=O.[CH3:32][O:33][C:34]1[CH:35]=[C:36](B(O)O)[CH:37]=[CH:38][CH:39]=1. (2) Given the product [CH:18]1([CH2:21][O:22][CH:23]2[CH2:24][CH2:25][CH:26]([N:1]3[CH2:2][CH2:3][CH:4]([N:7]4[C:12](=[O:13])[CH2:11][O:10][C@H:9]5[CH2:14][CH2:15][CH2:16][CH2:17][C@H:8]45)[CH2:5][CH2:6]3)[CH2:27][CH2:28]2)[CH2:20][CH2:19]1, predict the reactants needed to synthesize it. The reactants are: [NH:1]1[CH2:6][CH2:5][CH:4]([N:7]2[C:12](=[O:13])[CH2:11][O:10][C@H:9]3[CH2:14][CH2:15][CH2:16][CH2:17][C@H:8]23)[CH2:3][CH2:2]1.[CH:18]1([CH2:21][O:22][CH:23]2[CH2:28][CH2:27][C:26](=O)[CH2:25][CH2:24]2)[CH2:20][CH2:19]1. (3) Given the product [F:9][C:5]1[C:6]([CH3:8])=[N:7][C:2]([NH:26][C:13]2[CH:14]=[C:15]([B:17]3[O:21][C:20]([CH3:22])([CH3:23])[C:19]([CH3:25])([CH3:24])[O:18]3)[CH:16]=[C:11]([CH3:10])[CH:12]=2)=[N:3][CH:4]=1, predict the reactants needed to synthesize it. The reactants are: Cl[C:2]1[N:7]=[C:6]([CH3:8])[C:5]([F:9])=[CH:4][N:3]=1.[CH3:10][C:11]1[CH:12]=[C:13]([NH2:26])[CH:14]=[C:15]([B:17]2[O:21][C:20]([CH3:23])([CH3:22])[C:19]([CH3:25])([CH3:24])[O:18]2)[CH:16]=1.CS(O)(=O)=O. (4) Given the product [F:77][C:74]1[CH:75]=[CH:76][C:71]([C:53]2[C:52]([C:49]3[CH:50]=[CH:51][C:46]4[N:47]([CH:78]=[C:44]([NH2:43])[N:45]=4)[N:48]=3)=[C:56]([CH:57]3[CH2:62][CH2:61][NH:60][CH2:59][CH2:58]3)[N:55]([CH3:70])[N:54]=2)=[CH:72][CH:73]=1, predict the reactants needed to synthesize it. The reactants are: C(NC1N=C2C=CC(C3C(C4C=CC(F)=CC=4)=NN(C)C=3N3CCN(C(OC(C)(C)C)=O)CC3)=NN2C=1)(=O)C.C([NH:43][C:44]1[N:45]=[C:46]2[CH:51]=[CH:50][C:49]([C:52]3[C:53]([C:71]4[CH:76]=[CH:75][C:74]([F:77])=[CH:73][CH:72]=4)=[N:54][N:55]([CH3:70])[C:56]=3[CH:57]3[CH2:62][CH2:61][N:60](C(OC(C)(C)C)=O)[CH2:59][CH2:58]3)=[N:48][N:47]2[CH:78]=1)(=O)C. (5) Given the product [Cl:29][C:25]1[CH:24]=[C:23]([C:17]2[C:18]([O:21][CH3:22])=[CH:19][CH:20]=[C:15]([CH2:14][C:11]3[CH:12]=[CH:13][C:8]4[N:9]([CH:31]=[C:6]([C:4]([NH2:32])=[O:3])[N:7]=4)[CH:10]=3)[C:16]=2[F:30])[CH:28]=[CH:27][CH:26]=1, predict the reactants needed to synthesize it. The reactants are: C([O:3][C:4]([C:6]1[N:7]=[C:8]2[CH:13]=[CH:12][C:11]([CH2:14][C:15]3[C:16]([F:30])=[C:17]([C:23]4[CH:28]=[CH:27][CH:26]=[C:25]([Cl:29])[CH:24]=4)[C:18]([O:21][CH3:22])=[CH:19][CH:20]=3)=[CH:10][N:9]2[CH:31]=1)=O)C.[NH3:32].CO.